Predict the product of the given reaction. From a dataset of Forward reaction prediction with 1.9M reactions from USPTO patents (1976-2016). (1) The product is: [Cl:14][C:11]1[CH:12]=[CH:13][C:8]([C:6]2[CH:5]=[CH:4][N:40]=[C:38]([NH:37][C:27]3[CH:28]=[CH:29][C:30]([N:31]4[CH:35]=[C:34]([CH3:36])[N:33]=[CH:32]4)=[C:25]([O:24][CH3:23])[CH:26]=3)[N:39]=2)=[CH:9][CH:10]=1. Given the reactants CN([CH:4]=[CH:5][C:6]([C:8]1[CH:13]=[CH:12][C:11]([Cl:14])=[CH:10][CH:9]=1)=O)C.[N+]([O-])(O)=O.[N+]([O-])(O)=O.[CH3:23][O:24][C:25]1[CH:26]=[C:27]([NH:37][C:38]([NH2:40])=[NH:39])[CH:28]=[CH:29][C:30]=1[N:31]1[CH:35]=[C:34]([CH3:36])[N:33]=[CH:32]1, predict the reaction product. (2) Given the reactants [NH2:1][C:2]1[N:7]=[CH:6][C:5]([CH2:8][CH:9]([C:15]2[N:16]=[CH:17][NH:18][CH:19]=2)[C:10]([O:12][CH2:13][CH3:14])=[O:11])=[CH:4][CH:3]=1.[H-].[Na+].[CH:22]([NH:35][C:36](=[O:39])[CH2:37]Br)([C:29]1[CH:34]=[CH:33][CH:32]=[CH:31][CH:30]=1)[C:23]1[CH:28]=[CH:27][CH:26]=[CH:25][CH:24]=1.O, predict the reaction product. The product is: [NH2:1][C:2]1[N:7]=[CH:6][C:5]([CH2:8][CH:9]([C:15]2[N:16]=[CH:17][N:18]([CH2:37][C:36](=[O:39])[NH:35][CH:22]([C:23]3[CH:28]=[CH:27][CH:26]=[CH:25][CH:24]=3)[C:29]3[CH:34]=[CH:33][CH:32]=[CH:31][CH:30]=3)[CH:19]=2)[C:10]([O:12][CH2:13][CH3:14])=[O:11])=[CH:4][CH:3]=1. (3) Given the reactants [Cl:1][C:2]1[CH:3]=[N+:4]([O-:44])[CH:5]=[C:6]([Cl:43])[C:7]=1[CH2:8][C@@H:9]([C:28]1[CH:33]=[CH:32][C:31]([O:34][CH:35]([F:37])[F:36])=[C:30]([O:38][CH2:39][CH:40]2[CH2:42][CH2:41]2)[CH:29]=1)[O:10][C:11](=[O:27])[CH2:12][N:13]1[C:21](=[O:22])[C:20]2[C:15](=[CH:16][CH:17]=[C:18]([N+:23]([O-])=[O:24])[CH:19]=2)[C:14]1=[O:26].O.O.[Sn](Cl)Cl, predict the reaction product. The product is: [Cl:1][C:2]1[CH:3]=[N+:4]([O-:44])[CH:5]=[C:6]([Cl:43])[C:7]=1[CH2:8][C@@H:9]([C:28]1[CH:33]=[CH:32][C:31]([O:34][CH:35]([F:36])[F:37])=[C:30]([O:38][CH2:39][CH:40]2[CH2:41][CH2:42]2)[CH:29]=1)[O:10][C:11](=[O:27])[CH2:12][N:13]1[C:21](=[O:22])[C:20]2[C:15](=[CH:16][CH:17]=[C:18]([NH:23][OH:24])[CH:19]=2)[C:14]1=[O:26]. (4) Given the reactants [NH:1]1[C:9]2[C:4](=[CH:5][C:6]([C:10]([OH:12])=[O:11])=[CH:7][CH:8]=2)[CH:3]=[N:2]1.Cl[CH:14]1[CH2:19][CH2:18][O:17][CH2:16][CH2:15]1.[C:20]([O-:23])([O-])=O.[Cs+].[Cs+].O, predict the reaction product. The product is: [O:17]1[CH2:18][CH2:19][CH:14]([N:1]2[C:9]3[C:4](=[CH:5][C:6]([C:10]([O:12][CH:4]4[CH2:3][CH2:20][O:23][CH2:6][CH2:5]4)=[O:11])=[CH:7][CH:8]=3)[CH:3]=[N:2]2)[CH2:15][CH2:16]1. (5) Given the reactants [CH:1]12[NH:8][CH:5]([CH2:6][CH2:7]1)[CH2:4][N:3]([C:9]([O:11][CH2:12][CH:13]1[C:25]3[CH:24]=[CH:23][CH:22]=[CH:21][C:20]=3[C:19]3[C:14]1=[CH:15][CH:16]=[CH:17][CH:18]=3)=[O:10])[CH2:2]2.C(N(CC)CC)C.[CH2:33]([S:35](Cl)(=[O:37])=[O:36])[CH3:34], predict the reaction product. The product is: [CH2:33]([S:35]([N:8]1[CH:1]2[CH2:7][CH2:6][CH:5]1[CH2:4][N:3]([C:9]([O:11][CH2:12][CH:13]1[C:25]3[CH:24]=[CH:23][CH:22]=[CH:21][C:20]=3[C:19]3[C:14]1=[CH:15][CH:16]=[CH:17][CH:18]=3)=[O:10])[CH2:2]2)(=[O:37])=[O:36])[CH3:34]. (6) Given the reactants C([O:8][C:9]1[CH:10]=[C:11]([C:16]2[CH:17]=[N:18][N:19]([CH3:21])[CH:20]=2)[CH:12]=[CH:13][C:14]=1[F:15])C1C=CC=CC=1, predict the reaction product. The product is: [F:15][C:14]1[CH:13]=[CH:12][C:11]([C:16]2[CH:17]=[N:18][N:19]([CH3:21])[CH:20]=2)=[CH:10][C:9]=1[OH:8]. (7) Given the reactants [C:1]([C:3]1[N:7]2[C:8]3[C:13]([N:14]=[C:15]([NH:16][CH2:17][CH2:18][CH2:19][OH:20])[C:6]2=[N:5][CH:4]=1)=[CH:12][C:11]([C:21]([F:24])([F:23])[F:22])=[CH:10][CH:9]=3)#[CH:2].C[Si]([N:29]=[N+:30]=[N-:31])(C)C, predict the reaction product. The product is: [NH:29]1[C:1]([C:3]2[N:7]3[C:8]4[C:13]([N:14]=[C:15]([NH:16][CH2:17][CH2:18][CH2:19][OH:20])[C:6]3=[N:5][CH:4]=2)=[CH:12][C:11]([C:21]([F:22])([F:23])[F:24])=[CH:10][CH:9]=4)=[CH:2][N:31]=[N:30]1. (8) Given the reactants F[C:2](F)(F)C([O-])=O.[Na+].[CH3:9][NH:10][C@H:11]([C:15]([NH:17][C@H:18]([C:22]([N:24]([C@@H:26]([C@@H:68]([CH3:71])[CH2:69][CH3:70])[C@H:27]([O:66][CH3:67])[CH2:28][C:29]([N:31]1[CH2:35][CH2:34][CH2:33][C@H:32]1[C@H:36]([O:64][CH3:65])[C@@H:37]([CH3:63])[C:38]([NH:40][C@@H:41]([CH2:56][C:57]1[CH:62]=[CH:61][CH:60]=[CH:59][CH:58]=1)[C:42]([O:44][CH2:45][C:46]1[C:55]2[C:50](=[CH:51][CH:52]=[CH:53][CH:54]=2)[CH:49]=[CH:48][CH:47]=1)=[O:43])=[O:39])=[O:30])[CH3:25])=[O:23])[CH:19]([CH3:21])[CH3:20])=[O:16])[CH:12]([CH3:14])[CH3:13].C([BH3-])#N.[Na+].Cl.C([O:81][C:82](=[O:111])[CH2:83][C@@H:84](OC)[C@@H](N(C(=O)[C@H](C(C)C)NC(OCC1C=CC=CC=1)=O)C)[C@@H](C)CC)(C)(C)C, predict the reaction product. The product is: [C:82]([CH2:83][CH2:84][CH2:9][N:10]([CH3:2])[C@H:11]([C:15]([NH:17][C@H:18]([C:22]([N:24]([C@@H:26]([C@@H:68]([CH3:71])[CH2:69][CH3:70])[C@H:27]([O:66][CH3:67])[CH2:28][C:29]([N:31]1[CH2:35][CH2:34][CH2:33][C@H:32]1[C@H:36]([O:64][CH3:65])[C@@H:37]([CH3:63])[C:38]([NH:40][C@@H:41]([CH2:56][C:57]1[CH:58]=[CH:59][CH:60]=[CH:61][CH:62]=1)[C:42]([O:44][CH2:45][C:46]1[C:55]2[C:50](=[CH:51][CH:52]=[CH:53][CH:54]=2)[CH:49]=[CH:48][CH:47]=1)=[O:43])=[O:39])=[O:30])[CH3:25])=[O:23])[CH:19]([CH3:20])[CH3:21])=[O:16])[CH:12]([CH3:14])[CH3:13])([OH:111])=[O:81]. (9) The product is: [CH3:2][O:3][C:4]([C:5]1[C:10]([NH:11][C:12]2[CH:17]=[CH:16][C:15]([Br:18])=[CH:14][C:13]=2[F:19])=[C:9]([F:20])[C:8](=[O:21])[NH:7][CH:6]=1)=[O:23]. Given the reactants Br.[CH3:2][O:3][C:4](=[O:23])[C:5]1[C:10]([NH:11][C:12]2[CH:17]=[CH:16][C:15]([Br:18])=[CH:14][C:13]=2[F:19])=[C:9]([F:20])[C:8]([O:21]C)=[N:7][CH:6]=1.C(O)(=O)C, predict the reaction product.